From a dataset of Reaction yield outcomes from USPTO patents with 853,638 reactions. Predict the reaction yield, written as a fraction of the theoretical maximum amount of product (1.0 means a 100% yield; for example, 0.34 means a 34% yield). The reactants are [O:1]1[CH:6]=[CH:5][CH2:4][CH2:3][CH2:2]1.S(C1C=CC(C)=CC=1)([O-])(=O)=O.[NH+]1C=CC=CC=1.[Cl:24][C:25]1[N:30]=[C:29]([O:31][C@H:32]([CH3:37])[C:33]([CH3:36])([OH:35])[CH3:34])[C:28]([I:38])=[CH:27][N:26]=1. The catalyst is C(Cl)Cl. The product is [Cl:24][C:25]1[N:30]=[C:29]([O:31][C@H:32]([CH3:37])[C:33]([CH3:34])([O:35][CH:6]2[CH2:5][CH2:4][CH2:3][CH2:2][O:1]2)[CH3:36])[C:28]([I:38])=[CH:27][N:26]=1. The yield is 0.890.